From a dataset of Experimentally validated miRNA-target interactions with 360,000+ pairs, plus equal number of negative samples. Binary Classification. Given a miRNA mature sequence and a target amino acid sequence, predict their likelihood of interaction. (1) The miRNA is hsa-miR-6847-5p with sequence ACAGAGGACAGUGGAGUGUGAGC. The protein sequence of the target gene is MLWALWPRWLADKMLPLLGAVLLQKREKRGPLWRHWRRETYPYYDLQVKVLRATNIRGTDLLSKADCYVQLWLPTASPSPAQTRIVANCSDPEWNETFHYQIHGAVKNVLELTLYDKDILGSDQLSLLLFDLRSLKCGQPHKHTFPLNHQDSQELQVEFVLEKSQVPASEVITNGVLVAHPCLRIQGTLRGDGTAPREEYGSRQLQLAVPGAYEKPQLLPLQPPTEPGLPPTFTFHVNPVLSSRLHVELMELLAAVQSGPSAELEAQTSKLGEGGILLSSLPLGQEEQCSVALGEGQEVA.... Result: 0 (no interaction). (2) The miRNA is mmu-miR-362-3p with sequence AACACACCUGUUCAAGGAUUCA. The protein sequence of the target gene is MYTLLSGLYKYMFQKDEYCILILGLDNAGKTTFLEQSKTRFNKNYKGMSLSKITTTVGLNIGTVDVGKARLMFWDLGGQEELQSLWDKYYAECHGVIYVIDSTDEERLSESKEAFEKVVSSEALDGVPILVLANKQDVETCLSIPDIKTAFSDCTCKIGRRDCLTQACSALTGKGVREGIEWMVKCVVRNVHRPPRQRDIT. Result: 1 (interaction). (3) The miRNA is hsa-miR-5008-5p with sequence UGAGGCCCUUGGGGCACAGUGG. The protein sequence of the target gene is MLPRPLRLLLDTSPPGGVVLSSFRSRDPEEGGGPGGLVVGGGQEEEEEEEEEAPVSVWDEEEDGAVFTVTSRQYRPLDPLVPMPPPRSSRRLRAGTLEALVRHLLDTRTSGTDVSFMSAFLATHRAFTSTPALLGLMADRLEALESHPTDELERTTEVAISVLSTWLASHPEDFGSEAKGQLDRLESFLLQTGYAAGKGVGGGSADLIRNLRSRVDPQAPDLPKPLALPGDPPADPTDVLVFLADHLAEQLTLLDAELFLNLIPSQCLGGLWGHRDRPGHSHLCPSVRATVTQFNKVAGA.... Result: 1 (interaction). (4) Result: 1 (interaction). The miRNA is hsa-miR-92a-3p with sequence UAUUGCACUUGUCCCGGCCUGU. The protein sequence of the target gene is MEEIYAKFVSQKISKTRWRPLPPGSLQTAETFATGSWDNEENYISLWSIGDFGNLDSDGGFEGDHQLLCDIRHHGDVMDLQFFDQERIVAASSTGCVTVFLHHPNNQTLSVNQQWTTAHYHTGPGSPSYSSAPCTGVVCNNPEIVTVGEDGRINLFRADHKEAVRTIDNADSSTLHAVTFLRTPEILTVNSIGQLKIWDFRQQGNEPSQILSLTGDRVPLHCVDRHPNQQHVVATGGQDGMLSIWDVRQGTMPVSLLKAHEAEMWEVHFHPSNPEHLFTCSEDGSLWHWDASTDVPEKSS.... (5) The miRNA is mmu-miR-7023-3p with sequence UCACCCUGUCUGCGCCCCUCAG. The protein sequence of the target gene is MMNFEVSTTKQIGVGLTTFGFFFIFLGVLMFLDSALLAIGNLLFIVGITFIIGVQRTLVFFFEFRKLKGSILFFGGILVVLFGYPLFGMIAECWGFIVLFGGFLPGIVNLLRSIPGISTITYLPGIRQVLDRLAPESKYPV. Result: 0 (no interaction). (6) The miRNA is hsa-miR-3682-5p with sequence CUACUUCUACCUGUGUUAUCAU. The protein sequence of the target gene is MVQKESQAALEERESERNANPAAASGASLEQSVAPAPGEDNPSGAGAAAVVGAAGGARRFLCGVVEGFYGRPWVMEQRKELFRRLQKWELNTYLYAPKDDYKHRMFWREMYSVEEAEQLMTLISAAREYEIEFIYAISPGLDITFSNPKEVSTLKRKLDQVSQFGCRSFALLFDDIDHNMCAADKEVFSSFAHAQVSITNEIYQYLGEPETFLFCPTEYCGTFCYPNVSQSPYLRTVGEKLLPGIEVLWTGPKVVSKEIPVESIEEVSKIIKRAPVIWDNIHANDYDQKRLFLGPYKGRS.... Result: 0 (no interaction). (7) The miRNA is mmu-miR-6999-5p with sequence AAGGAAGGAGAGUCAGCAAGCAC. The protein sequence of the target gene is MSSRLGAVTATPGPTSLKQQRSTRIVGAKNNRAQCSIKDNSFQYTIPHEDSLSGSSSASSCEPVSDFTATLRKSTYWMKMRRIKPAATSQVEGAGEKEKERAKGKRNVKQEEDEDYRELPQKKHKLYGRKQRPKAQPHPKPQARRVRKEPPVYAAGSMEEKWYLEIMDKGSVSCPTCQAVGRKTIEGLKKHMENCKQEMFTCHHCGKQLHSLAGMKYHVMANHNSLPILKAGDEVDEPSERERLRTVLKRMGKLRCMRESCSSTFTSIMGYLYHVRKCGKEASELEKLALKCHHCGKPYR.... Result: 0 (no interaction). (8) The miRNA is mmu-miR-5125 with sequence UCUGCCUGGGAUUUCCUUGU. The protein sequence of the target gene is MPGVKLTTQAYCKMVLHGAKYPHCAVNGLLVAERQRPRKEHPPGAGSHTLFVDCIPLFHGTLALTPMLEVALTLIDSWCKDNSYVIAGYYQANERVKDASPNQVAEKVASRIAEGFGDAALIMVDNAKFTMDCAAPTIHVYEQHENRWRCRDPHHDYCEDWPEAQRISASLLDSRSYETLVDFDNHLDDIRSDWTNPEINKAVLHLC. Result: 1 (interaction). (9) The miRNA is hsa-miR-4534 with sequence GGAUGGAGGAGGGGUCU. The protein sequence of the target gene is MPRDNMASLIQRIARQACLTFRGSGGGRGASDRDAASGPEAPMQPGFPENLSKLKSLLTQLRAEDLNIAPRKATLQPLPPNLPPVTYMHIYETDGFSLGVFLLKSGTSIPLHDHPGMHGMLKVLYGTVRISCMDKLDAGGGQRPRALPPEQQFEPPLQPREREAVRPGVLRSRAEYTEASGPCILTPHRDNLHQIDAVEGPAAFLDILAPPYDPDDGRDCHYYRVLEPVRPKEASSSACDLPREVWLLETPQADDFWCEGEPYPGPKVFP. Result: 0 (no interaction).